Dataset: Reaction yield outcomes from USPTO patents with 853,638 reactions. Task: Predict the reaction yield, written as a fraction of the theoretical maximum amount of product (1.0 means a 100% yield; for example, 0.34 means a 34% yield). (1) The reactants are [CH2:1]([O:3][C:4]([C:6]1([NH:12][S:13]([C:16]2[CH:21]=[CH:20][C:19]([O:22][CH2:23][C:24]3[C:33]4[C:28](=[CH:29][CH:30]=[CH:31][CH:32]=4)[N:27]=[C:26]([CH3:34])[CH:25]=3)=[CH:18][CH:17]=2)(=[O:15])=[O:14])[CH2:11][CH2:10][NH:9][CH2:8][CH2:7]1)=[O:5])[CH3:2].[C:35](Cl)(=[O:37])[CH3:36]. The catalyst is C(Cl)Cl. The product is [CH2:1]([O:3][C:4]([C:6]1([NH:12][S:13]([C:16]2[CH:17]=[CH:18][C:19]([O:22][CH2:23][C:24]3[C:33]4[C:28](=[CH:29][CH:30]=[CH:31][CH:32]=4)[N:27]=[C:26]([CH3:34])[CH:25]=3)=[CH:20][CH:21]=2)(=[O:15])=[O:14])[CH2:7][CH2:8][N:9]([C:35](=[O:37])[CH3:36])[CH2:10][CH2:11]1)=[O:5])[CH3:2]. The yield is 0.530. (2) The reactants are C1CO[C:8]23OCC[O:12][C:3]2([C@:4]2([CH2:27][CH2:26][C@H:25]4[C@@H:15]([CH2:16]/[C:17](=[N:28]\[O:29][CH3:30])/[CH:18]5[C@:23]4([CH3:24])[CH2:22][CH2:21][CH2:20][CH2:19]5)[C@@H:6]2[CH2:7]3)[CH3:5])O1.C=C1C2[C@](C)(CCC(=[O:50])C2)[C@@H]2[C@H]([C@H]3[C@@](CC2)(C)C(=O)CC3)C1. No catalyst specified. The product is [CH3:30][O:29]/[N:28]=[C:17]1\[CH2:16][C@@H:15]2[C@@H:25]([C@:23]3([CH3:24])[CH:18]\1[CH2:19][C:20](=[O:50])[CH2:21][CH2:22]3)[CH2:26][CH2:27][C@@:4]1([CH3:5])[C@H:6]2[CH2:7][CH2:8][C:3]1=[O:12]. The yield is 0.700. (3) The reactants are [Cl:1][C:2]1[CH:3]=[C:4]([CH:8]=[C:9]([CH3:12])[C:10]=1[OH:11])[C:5]([OH:7])=O.CN([P+](ON1N=NC2C=CC=CC1=2)(N(C)C)N(C)C)C.F[P-](F)(F)(F)(F)F.C(N(C(C)C)CC)(C)C.[CH3:49][C:50]([Si:53]([CH3:64])([CH3:63])[O:54][C:55]1[CH:56]=[C:57]([CH2:61][NH2:62])[CH:58]=[CH:59][CH:60]=1)([CH3:52])[CH3:51]. The catalyst is ClCCl. The product is [Cl:1][C:2]1[CH:3]=[C:4]([C:5]([NH:62][CH2:61][C:57]2[CH:58]=[CH:59][CH:60]=[C:55]([O:54][Si:53]([C:50]([CH3:52])([CH3:51])[CH3:49])([CH3:63])[CH3:64])[CH:56]=2)=[O:7])[CH:8]=[C:9]([CH3:12])[C:10]=1[OH:11]. The yield is 0.590. (4) The reactants are [N:1]1[C:10]2[C:5](=[CH:6][C:7]([CH2:11][N:12]3[C:16]4=[N:17][C:18]([C:21]5[CH:29]=[CH:28][C:24]([C:25]([OH:27])=O)=[CH:23][CH:22]=5)=[CH:19][CH:20]=[C:15]4[N:14]=[N:13]3)=[CH:8][CH:9]=2)[CH:4]=[CH:3][CH:2]=1.CN(C=O)C.F[P-](F)(F)(F)(F)F.N1(O[P+](N(C)C)(N(C)C)N(C)C)C2C=CC=CC=2N=N1.[N:62]1([CH:67]2[CH2:72][CH2:71][NH:70][CH2:69][CH2:68]2)[CH2:66][CH2:65][CH2:64][CH2:63]1. The catalyst is O. The product is [N:62]1([CH:67]2[CH2:72][CH2:71][N:70]([C:25]([C:24]3[CH:28]=[CH:29][C:21]([C:18]4[N:17]=[C:16]5[N:12]([CH2:11][C:7]6[CH:6]=[C:5]7[C:10](=[CH:9][CH:8]=6)[N:1]=[CH:2][CH:3]=[CH:4]7)[N:13]=[N:14][C:15]5=[CH:20][CH:19]=4)=[CH:22][CH:23]=3)=[O:27])[CH2:69][CH2:68]2)[CH2:66][CH2:65][CH2:64][CH2:63]1. The yield is 0.120.